Dataset: Forward reaction prediction with 1.9M reactions from USPTO patents (1976-2016). Task: Predict the product of the given reaction. (1) Given the reactants [NH2:1][CH2:2]/[C:3](=[CH:8]\[C:9]1[CH:14]=[CH:13][C:12]([CH3:15])=[CH:11][CH:10]=1)/[C:4]([O:6][CH3:7])=[O:5].II.C(=O)([O-])[O-].[K+].[K+], predict the reaction product. The product is: [CH3:15][C:12]1[CH:11]=[C:10]2[C:9]([CH:8]=[C:3]([C:4]([O:6][CH3:7])=[O:5])[CH:2]=[N:1]2)=[CH:14][CH:13]=1. (2) Given the reactants Cl[C:2]1[N:7]=[C:6]([NH2:8])[N:5]=[C:4]([NH:9][C:10]2([CH2:13][C:14]3[CH:19]=[CH:18][CH:17]=[CH:16][CH:15]=3)[CH2:12][CH2:11]2)[CH:3]=1.[F:20][C:21]1[CH:28]=[C:27](B2OC(C)(C)C(C)(C)O2)[CH:26]=[CH:25][C:22]=1[C:23]#[N:24].C([O-])([O-])=O.[Na+].[Na+], predict the reaction product. The product is: [NH2:8][C:6]1[N:7]=[C:2]([C:27]2[CH:26]=[CH:25][C:22]([C:23]#[N:24])=[C:21]([F:20])[CH:28]=2)[CH:3]=[C:4]([NH:9][C:10]2([CH2:13][C:14]3[CH:19]=[CH:18][CH:17]=[CH:16][CH:15]=3)[CH2:12][CH2:11]2)[N:5]=1. (3) Given the reactants [CH3:1][CH2:2][N:3]([CH2:6][CH2:7][NH:8][C:9]([C:11]1[C:12]([CH3:29])=[C:13](/[CH:17]=[C:18]2/[C:19]3[CH:20]=[C:21]([F:28])[CH:22]=[CH:23][C:24]=3[NH:25][C:26]/2=[O:27])[NH:14][C:15]=1[CH3:16])=[O:10])[CH2:4][CH3:5].[C:30]([OH:37])(=[O:36])/[CH:31]=[CH:32]/[C:33]([OH:35])=[O:34], predict the reaction product. The product is: [CH3:1][CH2:2][N:3]([CH2:6][CH2:7][NH:8][C:9]([C:11]1[C:12]([CH3:29])=[C:13](/[CH:17]=[C:18]2/[C:19]3[CH:20]=[C:21]([F:28])[CH:22]=[CH:23][C:24]=3[NH:25][C:26]/2=[O:27])[NH:14][C:15]=1[CH3:16])=[O:10])[CH2:4][CH3:5].[C:30]([O-:37])(=[O:36])/[CH:31]=[CH:32]/[C:33]([O-:35])=[O:34].